From a dataset of NCI-60 drug combinations with 297,098 pairs across 59 cell lines. Regression. Given two drug SMILES strings and cell line genomic features, predict the synergy score measuring deviation from expected non-interaction effect. (1) Drug 1: COC1=NC(=NC2=C1N=CN2C3C(C(C(O3)CO)O)O)N. Drug 2: C1=NC(=NC(=O)N1C2C(C(C(O2)CO)O)O)N. Cell line: NCI/ADR-RES. Synergy scores: CSS=5.74, Synergy_ZIP=-0.374, Synergy_Bliss=2.69, Synergy_Loewe=-1.97, Synergy_HSA=3.04. (2) Drug 1: C1CCN(CC1)CCOC2=CC=C(C=C2)C(=O)C3=C(SC4=C3C=CC(=C4)O)C5=CC=C(C=C5)O. Drug 2: CCC1=C2CN3C(=CC4=C(C3=O)COC(=O)C4(CC)O)C2=NC5=C1C=C(C=C5)O. Cell line: RPMI-8226. Synergy scores: CSS=20.6, Synergy_ZIP=3.90, Synergy_Bliss=4.08, Synergy_Loewe=-41.1, Synergy_HSA=-3.91.